This data is from Reaction yield outcomes from USPTO patents with 853,638 reactions. The task is: Predict the reaction yield, written as a fraction of the theoretical maximum amount of product (1.0 means a 100% yield; for example, 0.34 means a 34% yield). (1) The reactants are C([O:8][C:9]1[CH:14]=[CH:13][C:12]([C:15]2[C:20]([N+:21]([O-:23])=[O:22])=[CH:19][CH:18]=[CH:17][C:16]=2[C:24]2[CH:29]=[CH:28][N:27]=[CH:26][CH:25]=2)=[CH:11][CH:10]=1)C1C=CC=CC=1.FC(F)(F)C(O)=O. The catalyst is C(Cl)Cl. The product is [N+:21]([C:20]1[CH:19]=[CH:18][CH:17]=[C:16]([C:24]2[CH:25]=[CH:26][N:27]=[CH:28][CH:29]=2)[C:15]=1[C:12]1[CH:13]=[CH:14][C:9]([OH:8])=[CH:10][CH:11]=1)([O-:23])=[O:22]. The yield is 0.460. (2) The reactants are C([O:3][C:4](=[O:32])[C:5]1[CH:10]=[CH:9][CH:8]=[C:7]([N:11]2[C:15]([CH3:16])=[CH:14][CH:13]=[C:12]2[C:17]2[CH:22]=[C:21]([Br:23])[CH:20]=[CH:19][C:18]=2[O:24][CH2:25][CH:26]2[CH2:31][CH2:30][CH2:29][CH2:28][CH2:27]2)[CH:6]=1)C.C(O)C. The catalyst is C(OCC)(=O)C. The product is [Br:23][C:21]1[CH:20]=[CH:19][C:18]([O:24][CH2:25][CH:26]2[CH2:31][CH2:30][CH2:29][CH2:28][CH2:27]2)=[C:17]([C:12]2[N:11]([C:7]3[CH:6]=[C:5]([CH:10]=[CH:9][CH:8]=3)[C:4]([OH:32])=[O:3])[C:15]([CH3:16])=[CH:14][CH:13]=2)[CH:22]=1. The yield is 0.910. (3) The reactants are [C:1]([O:5][C:6]([N:8]1[CH2:13][CH2:12][NH:11][CH2:10][CH2:9]1)=[O:7])([CH3:4])([CH3:3])[CH3:2].[F:14][C:15]1[CH:16]=[C:17]([N+:22]([O-:24])=[O:23])[CH:18]=[CH:19][C:20]=1F.C([O-])([O-])=O.[K+].[K+]. The catalyst is CN(C=O)C.C(OCC)(=O)C.O. The product is [C:1]([O:5][C:6]([N:8]1[CH2:13][CH2:12][N:11]([C:20]2[CH:19]=[CH:18][C:17]([N+:22]([O-:24])=[O:23])=[CH:16][C:15]=2[F:14])[CH2:10][CH2:9]1)=[O:7])([CH3:4])([CH3:2])[CH3:3]. The yield is 0.970. (4) The reactants are [Cl:1][C:2]1[CH:3]=[CH:4][C:5]2[C:10](=[O:11])O[C:8]([C:12]3[CH:17]=[CH:16][CH:15]=[CH:14][C:13]=3[O:18]C(=O)C)=[N:7][C:6]=2[CH:22]=1.[CH2:23]([NH2:31])[CH2:24][C:25]1[CH:30]=[CH:29][CH:28]=[CH:27][CH:26]=1. No catalyst specified. The product is [Cl:1][C:2]1[CH:22]=[C:6]2[C:5]([C:10](=[O:11])[N:31]([CH2:23][CH2:24][C:25]3[CH:30]=[CH:29][CH:28]=[CH:27][CH:26]=3)[C:8]([C:12]3[CH:17]=[CH:16][CH:15]=[CH:14][C:13]=3[OH:18])=[N:7]2)=[CH:4][CH:3]=1. The yield is 0.750. (5) The product is [CH:1]1([CH2:7][C@H:8]([NH:21][C:22]([N:24]2[CH2:29][CH2:28][CH2:27][C@@H:26]([C@:30]([OH:43])([C:37]3[CH:42]=[CH:41][CH:40]=[CH:39][CH:38]=3)[CH2:31][CH2:32][CH2:33][CH2:34][O:35][CH3:36])[CH2:25]2)=[S:23])[CH2:9][NH:10][CH3:11])[CH2:6][CH2:5][CH2:4][CH2:3][CH2:2]1. The catalyst is CC#N. The reactants are [CH:1]1([CH2:7][C@H:8]([NH:21][C:22]([N:24]2[CH2:29][CH2:28][CH2:27][C@@H:26]([C@:30]([OH:43])([C:37]3[CH:42]=[CH:41][CH:40]=[CH:39][CH:38]=3)[CH2:31][CH2:32][CH2:33][CH2:34][O:35][CH3:36])[CH2:25]2)=[S:23])[CH2:9][N:10](C)[C:11](OCC[Si](C)(C)C)=O)[CH2:6][CH2:5][CH2:4][CH2:3][CH2:2]1.[N+](CC)(CC)(CC)CC.[F-]. The yield is 0.230. (6) The reactants are [C:1]([C:4]1[CH:9]=[CH:8][C:7]([NH:10][S:11]([CH3:14])(=[O:13])=[O:12])=[CH:6][CH:5]=1)(=[O:3])[CH3:2].[C:15](=O)([O-])[O-].[K+].[K+].CI. The catalyst is CN(C=O)C. The product is [C:1]([C:4]1[CH:5]=[CH:6][C:7]([N:10]([CH3:15])[S:11]([CH3:14])(=[O:12])=[O:13])=[CH:8][CH:9]=1)(=[O:3])[CH3:2]. The yield is 0.640. (7) The reactants are [N:1]([CH2:4][C:5]1[CH:6]=[C:7]2[N:12]([C:13]=1[C:14]1[CH:19]=[CH:18][CH:17]=[CH:16][N:15]=1)[CH:11]=[CH:10][CH:9]=[CH:8]2)=[N+]=[N-].N#N.C1C=CC(P(C2C=CC=CC=2)C2C=CC=CC=2)=CC=1.O. The catalyst is C1COCC1. The product is [N:15]1[CH:16]=[CH:17][CH:18]=[CH:19][C:14]=1[C:13]1[N:12]2[C:7]([CH:8]=[CH:9][CH:10]=[CH:11]2)=[CH:6][C:5]=1[CH2:4][NH2:1]. The yield is 0.840. (8) The reactants are [NH2:1][CH2:2][CH2:3][CH2:4][CH2:5][CH2:6][CH2:7][CH2:8][CH2:9][CH2:10][CH2:11][CH2:12][C:13]([OH:15])=[O:14].[CH3:16][C:17]([O:20][C:21](O[C:21]([O:20][C:17]([CH3:19])([CH3:18])[CH3:16])=[O:22])=[O:22])([CH3:19])[CH3:18].C(N(CC)CC)C. The catalyst is CO. The product is [C:21]([NH:1][CH2:2][CH2:3][CH2:4][CH2:5][CH2:6][CH2:7][CH2:8][CH2:9][CH2:10][CH2:11][CH2:12][C:13]([OH:15])=[O:14])([O:20][C:17]([CH3:19])([CH3:18])[CH3:16])=[O:22]. The yield is 0.840. (9) The reactants are [Cl:1][C:2]1[CH:3]=[C:4]([CH2:8][S:9](Cl)(=[O:11])=[O:10])[CH:5]=[CH:6][CH:7]=1.[CH2:13]([NH2:17])[CH2:14][CH2:15][CH3:16]. The catalyst is C1COCC1. The product is [CH2:13]([NH:17][S:9]([CH2:8][C:4]1[CH:5]=[CH:6][CH:7]=[C:2]([Cl:1])[CH:3]=1)(=[O:11])=[O:10])[CH2:14][CH2:15][CH3:16]. The yield is 0.830. (10) The reactants are [C:1]([O:5][C:6]([N:8]1[CH2:13][CH2:12][CH:11]([N:14]2[CH2:18][CH2:17][C:16]3([CH2:23][CH2:22][CH2:21][CH:20]([NH:24]C(OCC4C=CC=CC=4)=O)[CH2:19]3)[C:15]2=[O:35])[CH2:10][CH2:9]1)=[O:7])([CH3:4])([CH3:3])[CH3:2]. The catalyst is CO. The product is [C:1]([O:5][C:6]([N:8]1[CH2:9][CH2:10][CH:11]([N:14]2[CH2:18][CH2:17][C:16]3([CH2:23][CH2:22][CH2:21][CH:20]([NH2:24])[CH2:19]3)[C:15]2=[O:35])[CH2:12][CH2:13]1)=[O:7])([CH3:4])([CH3:2])[CH3:3]. The yield is 0.770.